Dataset: Catalyst prediction with 721,799 reactions and 888 catalyst types from USPTO. Task: Predict which catalyst facilitates the given reaction. (1) Reactant: C[O:2][C:3]([C:5]1[N:9]([CH2:10][C:11]2[CH:16]=[CH:15][C:14]([C:17]([F:20])([F:19])[F:18])=[CH:13][CH:12]=2)[C:8]2[C:21]([Br:24])=[CH:22][S:23][C:7]=2[CH:6]=1)=[O:4].[Li+].[OH-]. Product: [Br:24][C:21]1[C:8]2[N:9]([CH2:10][C:11]3[CH:16]=[CH:15][C:14]([C:17]([F:18])([F:20])[F:19])=[CH:13][CH:12]=3)[C:5]([C:3]([OH:4])=[O:2])=[CH:6][C:7]=2[S:23][CH:22]=1. The catalyst class is: 92. (2) Reactant: [NH2:1][C:2]1[N:3]([CH3:8])[O:4][C:5](=[O:7])[CH:6]=1.[C:9]([O:12][CH2:13][CH2:14][CH2:15][C:16]([O:18][CH2:19][CH3:20])=[O:17])(=[O:11])[CH3:10].[Br:21][C:22]1[CH:23]=[C:24]([CH:27]=[CH:28][C:29]=1[F:30])[CH:25]=O. Product: [C:9]([O:12][CH2:13][C:14]1[NH:1][C:2]2[N:3]([CH3:8])[O:4][C:5](=[O:7])[C:6]=2[CH:25]([C:24]2[CH:27]=[CH:28][C:29]([F:30])=[C:22]([Br:21])[CH:23]=2)[C:15]=1[C:16]([O:18][CH2:19][CH3:20])=[O:17])(=[O:11])[CH3:10]. The catalyst class is: 8.